This data is from Forward reaction prediction with 1.9M reactions from USPTO patents (1976-2016). The task is: Predict the product of the given reaction. (1) Given the reactants Cl[C:2]1[N:7]=[C:6]([C:8]2[CH:9]=[N:10][N:11]([CH:13]([CH:17]3[CH2:19][CH2:18]3)[CH2:14][C:15]#[N:16])[CH:12]=2)[N:5]2[CH:20]=[CH:21][N:22]=[C:4]2[CH:3]=1.[O:23]1[CH2:26][CH:25]([N:27]2[CH:31]=[C:30](B3OC(C)(C)C(C)(C)O3)[CH:29]=[N:28]2)[CH2:24]1.P([O-])([O-])([O-])=O.[K+].[K+].[K+].C1(P(C2CCCCC2)C2C=CC=CC=2C2C(C(C)C)=CC(C(C)C)=CC=2C(C)C)CCCCC1, predict the reaction product. The product is: [CH:17]1([CH:13]([N:11]2[CH:12]=[C:8]([C:6]3[N:5]4[CH:20]=[CH:21][N:22]=[C:4]4[CH:3]=[C:2]([C:30]4[CH:29]=[N:28][N:27]([CH:25]5[CH2:26][O:23][CH2:24]5)[CH:31]=4)[N:7]=3)[CH:9]=[N:10]2)[CH2:14][C:15]#[N:16])[CH2:19][CH2:18]1. (2) Given the reactants [C:1]([CH:4]([CH:11]([C:26]1[CH:31]=[CH:30][C:29]([C:32]#[N:33])=[CH:28][CH:27]=1)[CH2:12][C:13](=[O:25])[NH:14][C:15]1[CH:20]=[CH:19][CH:18]=[C:17]([C:21]([F:24])([F:23])[F:22])[CH:16]=1)[C:5]([O:7][CH2:8][CH:9]=[CH2:10])=[O:6])(=O)[CH3:2].S([O-])([O-])(=O)=O.[Mg+2], predict the reaction product. The product is: [C:32]([C:29]1[CH:28]=[CH:27][C:26]([CH:11]2[CH2:12][C:13](=[O:25])[N:14]([C:15]3[CH:20]=[CH:19][CH:18]=[C:17]([C:21]([F:22])([F:23])[F:24])[CH:16]=3)[C:1]([CH3:2])=[C:4]2[C:5]([O:7][CH2:8][CH:9]=[CH2:10])=[O:6])=[CH:31][CH:30]=1)#[N:33]. (3) Given the reactants Br[C:2]1[CH:3]=[CH:4][C:5]([Cl:23])=[C:6]([CH:22]=1)[C:7]([NH:9][C@@H:10]([CH2:14][C:15]1[CH:20]=[CH:19][C:18](Br)=[CH:17][CH:16]=1)[C:11]([OH:13])=[O:12])=[O:8].[F:24][C:25]([F:36])([F:35])[C:26]1[CH:31]=[CH:30][C:29](B(O)O)=[CH:28][CH:27]=1, predict the reaction product. The product is: [Cl:23][C:5]1[CH:4]=[CH:3][C:2]([C:29]2[CH:30]=[CH:31][C:26]([C:25]([F:36])([F:35])[F:24])=[CH:27][CH:28]=2)=[CH:22][C:6]=1[C:7]([NH:9][C@@H:10]([CH2:14][C:15]1[CH:20]=[CH:19][C:18]([C:29]2[CH:30]=[CH:31][C:26]([C:25]([F:36])([F:35])[F:24])=[CH:27][CH:28]=2)=[CH:17][CH:16]=1)[C:11]([OH:13])=[O:12])=[O:8]. (4) The product is: [Br:18][C:19]1[C:28]2[C:23](=[CH:24][CH:25]=[CH:26][CH:27]=2)[CH:22]=[C:21]([C:12]2[C:11]3[C:6]([C:5]4[CH:4]=[CH:3][CH:2]=[CH:1][C:14]=4[CH:13]=2)=[CH:7][CH:8]=[CH:9][CH:10]=3)[CH:20]=1. Given the reactants [CH:1]1[C:14]2[CH:13]=[C:12](B(O)O)[C:11]3[C:6](=[CH:7][CH:8]=[CH:9][CH:10]=3)[C:5]=2[CH:4]=[CH:3][CH:2]=1.[Br:18][C:19]1[C:28]2[C:23](=[CH:24][CH:25]=[CH:26][CH:27]=2)[C:22](Br)=[CH:21][CH:20]=1.C(COC)OC.C(=O)([O-])[O-].[Na+].[Na+], predict the reaction product. (5) Given the reactants [O:1]1CCOC[CH2:2]1.[ClH:7].CO.[C:10](#[N:15])[CH2:11][CH2:12][CH2:13][CH3:14], predict the reaction product. The product is: [ClH:7].[C:10](=[NH:15])([O:1][CH3:2])[CH2:11][CH2:12][CH2:13][CH3:14]. (6) Given the reactants [F:1][C:2]1[CH:3]=[C:4]([C:8](=O)/[CH:9]=[CH:10]/[C:11]2[CH:16]=[CH:15][CH:14]=[C:13]([F:17])[CH:12]=2)[CH:5]=[CH:6][CH:7]=1.[C:19]([CH2:21][C:22]([NH2:24])=[O:23])#[N:20].CC(C)([O-])C.[K+].O=O.Cl, predict the reaction product. The product is: [F:1][C:2]1[CH:3]=[C:4]([C:8]2[CH:9]=[C:10]([C:11]3[CH:16]=[CH:15][CH:14]=[C:13]([F:17])[CH:12]=3)[NH:24][C:22](=[O:23])[C:21]=2[C:19]#[N:20])[CH:5]=[CH:6][CH:7]=1. (7) Given the reactants [H-].[Na+].[CH2:3]([CH:5]([N:8]1[C:16](=[O:17])[NH:15][C:14]2[C:13]([CH3:18])=[N:12][C:11]3=[C:19]([C:23]4[C:28]([CH3:29])=[CH:27][C:26]([CH3:30])=[CH:25][C:24]=4[CH3:31])[C:20]([CH3:22])=[N:21][N:10]3[C:9]1=2)[CH2:6][CH3:7])[CH3:4].[CH2:32](Br)[C:33]1[CH:38]=[CH:37][CH:36]=[CH:35][CH:34]=1.O, predict the reaction product. The product is: [CH2:32]([N:15]1[C:14]2[C:13]([CH3:18])=[N:12][C:11]3=[C:19]([C:23]4[C:24]([CH3:31])=[CH:25][C:26]([CH3:30])=[CH:27][C:28]=4[CH3:29])[C:20]([CH3:22])=[N:21][N:10]3[C:9]=2[N:8]([CH:5]([CH2:6][CH3:7])[CH2:3][CH3:4])[C:16]1=[O:17])[C:33]1[CH:38]=[CH:37][CH:36]=[CH:35][CH:34]=1.